This data is from Catalyst prediction with 721,799 reactions and 888 catalyst types from USPTO. The task is: Predict which catalyst facilitates the given reaction. (1) Reactant: [CH2:1](O)[C:2]#[CH:3].[CH:5]1([C:11]([OH:13])=[O:12])[CH2:10][CH2:9][CH2:8][CH2:7][CH2:6]1.OS(O)(=O)=O. Product: [CH:5]1([C:11]([O:13][CH2:3][C:2]#[CH:1])=[O:12])[CH2:10][CH2:9][CH2:8][CH2:7][CH2:6]1. The catalyst class is: 28. (2) Reactant: Cl.[NH2:2][C:3]1[C:4]2[C:14]([O:15][CH2:16][C:17]([NH2:20])([CH3:19])[CH3:18])=[CH:13][CH:12]=[CH:11][C:5]=2[NH:6][S:7](=[O:10])(=[O:9])[N:8]=1.C(N(CC)CC)C.[C:28](O)(=[O:35])[C:29]1[CH:34]=[CH:33][N:32]=[CH:31][CH:30]=1.CCN=C=NCCCN(C)C.C1C=CC2N(O)N=NC=2C=1. Product: [NH2:2][C:3]1[C:4]2[C:14]([O:15][CH2:16][C:17]([NH:20][C:28](=[O:35])[C:29]3[CH:34]=[CH:33][N:32]=[CH:31][CH:30]=3)([CH3:18])[CH3:19])=[CH:13][CH:12]=[CH:11][C:5]=2[NH:6][S:7](=[O:10])(=[O:9])[N:8]=1. The catalyst class is: 3. (3) Reactant: [N:1]([C@@H:4]1[CH2:8][CH2:7][N:6](C(OC(C)(C)C)=O)[C@@H:5]1[C:16](=[O:34])[NH:17][C@@H:18]([CH2:23][C:24]1[CH:33]=[CH:32][C:31]2[C:26](=[CH:27][CH:28]=[CH:29][CH:30]=2)[CH:25]=1)[C:19]([O:21][CH3:22])=[O:20])=[N+:2]=[N-:3].Cl. Product: [N:1]([C@@H:4]1[CH2:8][CH2:7][NH:6][C@@H:5]1[C:16]([NH:17][C@@H:18]([CH2:23][C:24]1[CH:33]=[CH:32][C:31]2[C:26](=[CH:27][CH:28]=[CH:29][CH:30]=2)[CH:25]=1)[C:19]([O:21][CH3:22])=[O:20])=[O:34])=[N+:2]=[N-:3]. The catalyst class is: 135. (4) Reactant: [CH3:1][O:2][C:3]1[CH:4]=[C:5]([CH:29]=[CH:30][CH:31]=1)[CH2:6][C:7]1[O:11][C:10]([NH:12][C:13]2[CH:14]=[C:15]3[C:19](=[CH:20][CH:21]=2)[N:18](C(OC(C)(C)C)=O)[N:17]=[CH:16]3)=[N:9][N:8]=1.[ClH:32]. The catalyst class is: 12. Product: [ClH:32].[CH3:1][O:2][C:3]1[CH:4]=[C:5]([CH:29]=[CH:30][CH:31]=1)[CH2:6][C:7]1[O:11][C:10]([NH:12][C:13]2[CH:14]=[C:15]3[C:19](=[CH:20][CH:21]=2)[NH:18][N:17]=[CH:16]3)=[N:9][N:8]=1.